From a dataset of Catalyst prediction with 721,799 reactions and 888 catalyst types from USPTO. Predict which catalyst facilitates the given reaction. (1) Reactant: [OH:1][C:2]1[CH:10]=[N:9][CH:8]=[CH:7][C:3]=1[C:4]([OH:6])=[O:5].[CH3:11][CH2:12]O.S(=O)(=O)(O)O. Product: [OH:1][C:2]1[CH:10]=[N:9][CH:8]=[CH:7][C:3]=1[C:4]([O:6][CH2:11][CH3:12])=[O:5]. The catalyst class is: 26. (2) Reactant: [F:1][C:2]1[CH:16]=[C:15](F)[C:14]([F:18])=[CH:13][C:3]=1[C:4]([NH:6][C@@H:7]([CH3:12])[C:8]([F:11])([F:10])[F:9])=[O:5].Cl.[NH:20]1[CH2:23][CH:22]([OH:24])[CH2:21]1.N12CCCN=C1CCCCC2. Product: [F:1][C:2]1[CH:16]=[C:15]([N:20]2[CH2:23][CH:22]([OH:24])[CH2:21]2)[C:14]([F:18])=[CH:13][C:3]=1[C:4]([NH:6][C@@H:7]([CH3:12])[C:8]([F:11])([F:10])[F:9])=[O:5]. The catalyst class is: 290. (3) Reactant: [CH2:1]([SH:3])[CH3:2].F[C:5]1[CH:13]=[C:12]([C:14]([F:17])([F:16])[F:15])[CH:11]=[CH:10][C:6]=1[C:7]([OH:9])=[O:8].C(=O)([O-])[O-].[Cs+].[Cs+].C(=O)(O)[O-].[Na+]. Product: [CH2:1]([S:3][C:5]1[CH:13]=[C:12]([C:14]([F:15])([F:17])[F:16])[CH:11]=[CH:10][C:6]=1[C:7]([OH:9])=[O:8])[CH3:2]. The catalyst class is: 37.